From a dataset of Catalyst prediction with 721,799 reactions and 888 catalyst types from USPTO. Predict which catalyst facilitates the given reaction. Reactant: [O:1]1[CH2:6][CH2:5][N:4]([C:7]2[CH:12]=[CH:11][C:10]([C:13]3[N:36](S(C4C=CC=CC=4)(=O)=O)[C:16]4=[N:17][CH:18]=[CH:19][C:20]([C:21]5[N:26]=[C:25]([C:27]#[N:28])[C:24]([O:29][CH:30]6[CH2:35][CH2:34][O:33][CH2:32][CH2:31]6)=[CH:23][CH:22]=5)=[C:15]4[CH:14]=3)=[CH:9][CH:8]=2)[CH2:3][CH2:2]1.C([O-])([O-])=O.[Cs+].[Cs+].O. Product: [O:1]1[CH2:6][CH2:5][N:4]([C:7]2[CH:8]=[CH:9][C:10]([C:13]3[NH:36][C:16]4=[N:17][CH:18]=[CH:19][C:20]([C:21]5[N:26]=[C:25]([C:27]#[N:28])[C:24]([O:29][CH:30]6[CH2:35][CH2:34][O:33][CH2:32][CH2:31]6)=[CH:23][CH:22]=5)=[C:15]4[CH:14]=3)=[CH:11][CH:12]=2)[CH2:3][CH2:2]1. The catalyst class is: 4.